Dataset: Catalyst prediction with 721,799 reactions and 888 catalyst types from USPTO. Task: Predict which catalyst facilitates the given reaction. (1) Product: [CH2:1]([O:3][C:4]([C:6]1[C:7]([NH:26][CH2:19][C:20]2[CH:25]=[CH:24][CH:23]=[CH:22][CH:21]=2)=[N:8][C:9]2[C:14]([C:15]=1[Cl:16])=[CH:13][C:12]([Br:17])=[CH:11][CH:10]=2)=[O:5])[CH3:2]. Reactant: [CH2:1]([O:3][C:4]([C:6]1[C:7](Cl)=[N:8][C:9]2[C:14]([C:15]=1[Cl:16])=[CH:13][C:12]([Br:17])=[CH:11][CH:10]=2)=[O:5])[CH3:2].[CH2:19]([NH2:26])[C:20]1[CH:25]=[CH:24][CH:23]=[CH:22][CH:21]=1.C(=O)([O-])[O-].[Na+].[Na+]. The catalyst class is: 11. (2) Reactant: Br[C:2]1[C:3]([CH3:22])=[C:4]([N:8]2[C:17](=[O:18])[C:16]3[C:11](=[C:12]([F:19])[CH:13]=[CH:14][CH:15]=3)[N:10]([CH3:20])[C:9]2=[O:21])[CH:5]=[CH:6][CH:7]=1.[CH3:23][C:24]1([CH3:40])[C:28]([CH3:30])([CH3:29])[O:27][B:26]([B:26]2[O:27][C:28]([CH3:30])([CH3:29])[C:24]([CH3:40])([CH3:23])[O:25]2)[O:25]1.C([O-])(=O)C.[K+]. Product: [F:19][C:12]1[CH:13]=[CH:14][CH:15]=[C:16]2[C:11]=1[N:10]([CH3:20])[C:9](=[O:21])[N:8]([C:4]1[CH:5]=[CH:6][CH:7]=[C:2]([B:26]3[O:27][C:28]([CH3:30])([CH3:29])[C:24]([CH3:40])([CH3:23])[O:25]3)[C:3]=1[CH3:22])[C:17]2=[O:18]. The catalyst class is: 368. (3) Reactant: [F:1][C:2]1[CH:7]=[CH:6][C:5]([NH:8][C:9]([C:11]2[N:15]([CH3:16])[CH:14]=[C:13]([C:17](=[O:21])[C:18]([OH:20])=O)[CH:12]=2)=[O:10])=[CH:4][C:3]=1[CH3:22].Cl.[CH3:24][O:25][C:26](=[O:31])[C:27]([CH3:30])([CH3:29])[NH2:28].C(N(CC)C(C)C)(C)C.F[P-](F)(F)(F)(F)F.N1(OC(N(C)C)=[N+](C)C)C2N=CC=CC=2N=N1. Product: [F:1][C:2]1[CH:7]=[CH:6][C:5]([NH:8][C:9]([C:11]2[N:15]([CH3:16])[CH:14]=[C:13]([C:17](=[O:21])[C:18]([NH:28][C:27]([CH3:30])([CH3:29])[C:26]([O:25][CH3:24])=[O:31])=[O:20])[CH:12]=2)=[O:10])=[CH:4][C:3]=1[CH3:22]. The catalyst class is: 3. (4) Reactant: C([O:3][C:4]([C:6]1[CH:11]=[C:10]([CH2:12][CH2:13][CH2:14][N:15]([C:17]([O:19][C:20]([CH3:23])([CH3:22])[CH3:21])=[O:18])[CH3:16])[CH:9]=[C:8]([C:24](OCC)=[O:25])[CH:7]=1)=O)C.[H-].[Al+3].[Li+].[H-].[H-].[H-].O.O.O.O.O.O.O.O.O.O.S([O-])([O-])(=O)=O.[Na+].[Na+]. The catalyst class is: 305. Product: [CH3:16][N:15]([C:17]([O:19][C:20]([CH3:23])([CH3:22])[CH3:21])=[O:18])[CH2:14][CH2:13][CH2:12][C:10]1[CH:9]=[C:8]([CH2:24][OH:25])[CH:7]=[C:6]([CH2:4][OH:3])[CH:11]=1. (5) Reactant: [NH:1]1[C:9]2[C:4](=[CH:5][N:6]=[CH:7][CH:8]=2)[CH:3]=[CH:2]1.CCN(CC)CC.[CH3:17][C:18]([O:21][C:22](O[C:22]([O:21][C:18]([CH3:20])([CH3:19])[CH3:17])=[O:23])=[O:23])([CH3:20])[CH3:19]. Product: [N:1]1([C:22]([O:21][C:18]([CH3:20])([CH3:19])[CH3:17])=[O:23])[C:9]2[CH:8]=[CH:7][N:6]=[CH:5][C:4]=2[CH:3]=[CH:2]1. The catalyst class is: 6. (6) Reactant: [C:1]1(=[O:8])[CH2:6][CH2:5][CH2:4][C:3](=[O:7])[CH2:2]1.[Br:9]Br. Product: [Br:9][CH:2]1[C:3](=[O:7])[CH2:4][CH2:5][CH2:6][C:1]1=[O:8]. The catalyst class is: 4. (7) Reactant: [CH2:1]([C:4]1([C:19]2[CH:24]=[CH:23][CH:22]=[CH:21][CH:20]=2)[O:8][C:7](=[O:9])[N:6]([C@H:10]([C:12]2[CH:17]=[CH:16][C:15]([Br:18])=[CH:14][CH:13]=2)[CH3:11])[CH2:5]1)[CH:2]=[CH2:3].B.C1C[O:29]CC1. Product: [Br:18][C:15]1[CH:16]=[CH:17][C:12]([C@@H:10]([N:6]2[CH2:5][C:4]([CH2:1][CH2:2][CH2:3][OH:29])([C:19]3[CH:24]=[CH:23][CH:22]=[CH:21][CH:20]=3)[O:8][C:7]2=[O:9])[CH3:11])=[CH:13][CH:14]=1. The catalyst class is: 1.